Dataset: Catalyst prediction with 721,799 reactions and 888 catalyst types from USPTO. Task: Predict which catalyst facilitates the given reaction. (1) Reactant: C(N(C(C)C)CC)(C)C.[CH3:10][N:11]1[CH2:16][CH2:15][CH:14]([C:17]([OH:19])=O)[CH2:13][CH2:12]1.[NH2:20][C:21]1[CH:22]=[C:23]([C:27]2[N:32]=[C:31]([C:33]3[CH:38]=[CH:37][CH:36]=[C:35]([CH2:39][OH:40])[CH:34]=3)[CH:30]=[C:29]([N:41]3[CH2:46][CH2:45][O:44][CH2:43][CH2:42]3)[N:28]=2)[CH:24]=[CH:25][CH:26]=1. Product: [OH:40][CH2:39][C:35]1[CH:34]=[C:33]([C:31]2[CH:30]=[C:29]([N:41]3[CH2:46][CH2:45][O:44][CH2:43][CH2:42]3)[N:28]=[C:27]([C:23]3[CH:24]=[CH:25][CH:26]=[C:21]([NH:20][C:17]([CH:14]4[CH2:13][CH2:12][N:11]([CH3:10])[CH2:16][CH2:15]4)=[O:19])[CH:22]=3)[N:32]=2)[CH:38]=[CH:37][CH:36]=1. The catalyst class is: 3. (2) Reactant: Cl.[F:2][C:3]1[CH:10]=[C:9]([C:11]2[CH:16]=[CH:15][N:14]=[C:13]3[NH:17][C:18]([C:20]4[CH:21]=[N:22][N:23]([CH3:25])[CH:24]=4)=[N:19][C:12]=23)[CH:8]=[CH:7][C:4]=1[CH2:5][NH2:6].CCN(C(C)C)C(C)C.[CH3:35][C:36]1[CH:41]=[CH:40][C:39]([S:42](Cl)(=[O:44])=[O:43])=[CH:38][CH:37]=1. Product: [F:2][C:3]1[CH:10]=[C:9]([C:11]2[CH:16]=[CH:15][N:14]=[C:13]3[NH:17][C:18]([C:20]4[CH:21]=[N:22][N:23]([CH3:25])[CH:24]=4)=[N:19][C:12]=23)[CH:8]=[CH:7][C:4]=1[CH2:5][NH:6][S:42]([C:39]1[CH:40]=[CH:41][C:36]([CH3:35])=[CH:37][CH:38]=1)(=[O:44])=[O:43]. The catalyst class is: 10. (3) Reactant: [N:1]1[CH:2]=[CH:3][N:4]2[C:10]=1[C:9]1[CH:11]=[CH:12][CH:13]=[CH:14][C:8]=1[NH:7][C:6]1[N:15]=[CH:16][CH:17]=[CH:18][C:5]2=1.[Br:19]N1C(=O)CCC1=O. Product: [Br:19][C:3]1[N:4]2[C:5]3[CH:18]=[CH:17][CH:16]=[N:15][C:6]=3[NH:7][C:8]3[CH:14]=[CH:13][CH:12]=[CH:11][C:9]=3[C:10]2=[N:1][CH:2]=1. The catalyst class is: 1.